Dataset: Full USPTO retrosynthesis dataset with 1.9M reactions from patents (1976-2016). Task: Predict the reactants needed to synthesize the given product. Given the product [CH2:35]([N:26]([CH2:24][CH3:25])[C:27](=[O:28])[CH2:29][CH2:30][CH2:31][C:32]([O:23][C@@:9]1([C:14]#[C:15][C:16]2[CH:17]=[C:18]([CH3:22])[CH:19]=[CH:20][CH:21]=2)[CH2:10][CH2:11][CH2:12][C@@H:13]2[C@H:8]1[CH2:7][CH2:6][N:5]2[C:3]([O:2][CH3:1])=[O:4])=[O:33])[CH3:36], predict the reactants needed to synthesize it. The reactants are: [CH3:1][O:2][C:3]([N:5]1[C@@H:13]2[C@@H:8]([C@@:9]([OH:23])([C:14]#[C:15][C:16]3[CH:17]=[C:18]([CH3:22])[CH:19]=[CH:20][CH:21]=3)[CH2:10][CH2:11][CH2:12]2)[CH2:7][CH2:6]1)=[O:4].[CH2:24]([N:26]([CH2:35][CH3:36])[C:27]([CH2:29][CH2:30][CH2:31][C:32](O)=[O:33])=[O:28])[CH3:25].